This data is from Reaction yield outcomes from USPTO patents with 853,638 reactions. The task is: Predict the reaction yield, written as a fraction of the theoretical maximum amount of product (1.0 means a 100% yield; for example, 0.34 means a 34% yield). (1) The reactants are [Br:1][C:2]1[C:3]([OH:15])=[C:4]([O:13][CH3:14])[C:5]([N+:10]([O-])=O)=[C:6]([CH:9]=1)[CH:7]=[O:8].O. The catalyst is CCO.O.[Fe]. The product is [NH2:10][C:5]1[C:4]([O:13][CH3:14])=[C:3]([OH:15])[C:2]([Br:1])=[CH:9][C:6]=1[CH:7]=[O:8]. The yield is 0.840. (2) The reactants are FC(F)(F)C(O)=O.C(OC(=O)[NH:14][CH:15]1[CH2:20][CH2:19][N:18]([CH2:21][CH:22]2[CH2:35][C:34]3[C:33]4[C:28](=[CH:29][CH:30]=[C:31]([O:36][CH3:37])[CH:32]=4)[N:27]=[CH:26][C:25]=3[O:24][CH2:23]2)[CH2:17][CH2:16]1)(C)(C)C. The catalyst is ClCCl. The product is [CH3:37][O:36][C:31]1[CH:32]=[C:33]2[C:28](=[CH:29][CH:30]=1)[N:27]=[CH:26][C:25]1[O:24][CH2:23][CH:22]([CH2:21][N:18]3[CH2:19][CH2:20][CH:15]([NH2:14])[CH2:16][CH2:17]3)[CH2:35][C:34]2=1. The yield is 0.970. (3) The reactants are [F:1][C:2]1[CH:11]=[C:10]2[C:5]([CH:6]=[CH:7][C:8](=[O:15])[N:9]2[CH2:12][CH:13]=O)=[N:4][CH:3]=1.[CH3:16][C:17]1([NH:23][CH2:24][C:25]2[CH:26]=[N:27][C:28]([C:31]([F:34])([F:33])[F:32])=[CH:29][CH:30]=2)[CH2:22][CH2:21][NH:20][CH2:19][CH2:18]1.[BH-](OC(C)=O)(OC(C)=O)OC(C)=O.[Na+]. The catalyst is ClCCCl. The product is [F:1][C:2]1[CH:11]=[C:10]2[C:5]([CH:6]=[CH:7][C:8](=[O:15])[N:9]2[CH2:12][CH2:13][N:20]2[CH2:21][CH2:22][C:17]([CH3:16])([NH:23][CH2:24][C:25]3[CH:26]=[N:27][C:28]([C:31]([F:33])([F:32])[F:34])=[CH:29][CH:30]=3)[CH2:18][CH2:19]2)=[N:4][CH:3]=1. The yield is 0.540. (4) The product is [NH:1]1[C:9]2[C:4](=[CH:5][CH:6]=[CH:7][CH:8]=2)[C:3]([CH2:10][CH2:11][NH:12][C:13](=[O:17])[CH2:14][CH2:15][N:29]2[CH2:30][CH2:31][N:26]([C:22]3[CH:21]=[C:20]([CH3:32])[CH:25]=[CH:24][CH:23]=3)[CH2:27][CH2:28]2)=[CH:2]1. The reactants are [NH:1]1[C:9]2[C:4](=[CH:5][CH:6]=[CH:7][CH:8]=2)[C:3]([CH2:10][CH2:11][NH:12][C:13](=[O:17])[CH2:14][CH2:15]Br)=[CH:2]1.Cl.Cl.[C:20]1([CH3:32])[CH:25]=[CH:24][CH:23]=[C:22]([N:26]2[CH2:31][CH2:30][NH:29][CH2:28][CH2:27]2)[CH:21]=1.C(N(CC)CC)C. The catalyst is C(#N)C. The yield is 0.500. (5) The reactants are [N+:1]([C:4]1[CH:5]=[C:6]([C@H:10]([OH:12])[CH3:11])[CH:7]=[CH:8][CH:9]=1)([O-:3])=[O:2].[Cl:13][C:14]1[CH:19]=[N:18][CH:17]=[C:16](Cl)[N:15]=1.[H-].[Na+].C(=O)([O-])O.[Na+]. The catalyst is O1CCOCC1.C(OCC)(=O)C. The product is [Cl:13][C:14]1[CH:19]=[N:18][CH:17]=[C:16]([O:12][C@@H:10]([C:6]2[CH:7]=[CH:8][CH:9]=[C:4]([N+:1]([O-:3])=[O:2])[CH:5]=2)[CH3:11])[N:15]=1. The yield is 0.890. (6) The product is [N:37]1[CH:38]=[CH:39][CH:40]=[C:35]([CH2:34][CH:27]2[CH:26]([NH:25][C:44]([C:23]3[O:10][C:11]4[CH:12]=[CH:13][CH:14]=[CH:15][C:16]=4[CH:24]=3)=[O:41])[CH:31]3[CH2:30][CH2:29][N:28]2[CH2:33][CH2:32]3)[CH:36]=1. The reactants are [C:11]1([O:10]P(Cl)([O:10][C:11]2[CH:16]=[CH:15][CH:14]=[CH:13][CH:12]=2)=O)[CH:16]=[CH:15][CH:14]=[CH:13][CH:12]=1.C(N([CH2:23][CH3:24])CC)C.[NH2:25][CH:26]1[CH:31]2[CH2:32][CH2:33][N:28]([CH2:29][CH2:30]2)[CH:27]1[CH2:34][C:35]1[CH:36]=[N:37][CH:38]=[CH:39][CH:40]=1.[OH-:41].[Na+].Cl[CH2:44]Cl. The yield is 0.420. No catalyst specified. (7) The reactants are [Cl-].O[NH3+:3].[C:4](=[O:7])([O-])[OH:5].[Na+].CS(C)=O.[CH2:13]([C:17]1[N:18]=[C:19]([CH3:40])[N:20]([CH3:39])[C:21](=[O:38])[C:22]=1[CH2:23][C:24]1[CH:29]=[CH:28][C:27]([C:30]2[C:31]([C:36]#[N:37])=[CH:32][CH:33]=[CH:34][CH:35]=2)=[CH:26][CH:25]=1)[CH2:14][CH2:15][CH3:16]. The catalyst is O.C(OCC)(=O)C. The product is [CH2:13]([C:17]1[N:18]=[C:19]([CH3:40])[N:20]([CH3:39])[C:21](=[O:38])[C:22]=1[CH2:23][C:24]1[CH:29]=[CH:28][C:27]([C:30]2[CH:35]=[CH:34][CH:33]=[CH:32][C:31]=2[C:36]2[NH:3][C:4](=[O:7])[O:5][N:37]=2)=[CH:26][CH:25]=1)[CH2:14][CH2:15][CH3:16]. The yield is 0.590. (8) The reactants are [CH3:1][O:2][C:3](=[O:15])[C:4]1[C:5](=[C:10](I)[CH:11]=[CH:12][CH:13]=1)[C:6]([O:8][CH3:9])=[O:7].[CH3:16][N:17]([CH3:25])[C:18]1[CH:23]=[CH:22][C:21]([NH2:24])=[CH:20][CH:19]=1.C1C=CC(P(C2C(C3C(P(C4C=CC=CC=4)C4C=CC=CC=4)=CC=C4C=3C=CC=C4)=C3C(C=CC=C3)=CC=2)C2C=CC=CC=2)=CC=1.C(=O)([O-])[O-].[Cs+].[Cs+]. The catalyst is C1(C)C=CC=CC=1.C(Cl)Cl.C1C=CC(/C=C/C(/C=C/C2C=CC=CC=2)=O)=CC=1.C1C=CC(/C=C/C(/C=C/C2C=CC=CC=2)=O)=CC=1.C1C=CC(/C=C/C(/C=C/C2C=CC=CC=2)=O)=CC=1.[Pd].[Pd]. The product is [CH3:1][O:2][C:3](=[O:15])[C:4]1[C:5](=[C:10]([NH:24][C:21]2[CH:22]=[CH:23][C:18]([N:17]([CH3:25])[CH3:16])=[CH:19][CH:20]=2)[CH:11]=[CH:12][CH:13]=1)[C:6]([O:8][CH3:9])=[O:7]. The yield is 0.710.